From a dataset of Full USPTO retrosynthesis dataset with 1.9M reactions from patents (1976-2016). Predict the reactants needed to synthesize the given product. (1) Given the product [NH2:1][C:2]1[C:3](/[C:9](=[N:12]\[OH:13])/[NH2:10])=[N:4][C:5]([Br:8])=[CH:6][N:7]=1, predict the reactants needed to synthesize it. The reactants are: [NH2:1][C:2]1[C:3]([C:9]#[N:10])=[N:4][C:5]([Br:8])=[CH:6][N:7]=1.Cl.[NH2:12][OH:13].C(N(CC)CC)C. (2) The reactants are: [NH2:1][C:2]1[CH:3]=[C:4]([C:8]#[C:9][C:10]2[N:15]=[C:14]([NH:16][C:17](=[O:23])[O:18][C:19]([CH3:22])([CH3:21])[CH3:20])[CH:13]=[CH:12][CH:11]=2)[CH:5]=[CH:6][CH:7]=1. Given the product [NH2:1][C:2]1[CH:3]=[C:4]([CH2:8][CH2:9][C:10]2[N:15]=[C:14]([NH:16][C:17](=[O:23])[O:18][C:19]([CH3:21])([CH3:20])[CH3:22])[CH:13]=[CH:12][CH:11]=2)[CH:5]=[CH:6][CH:7]=1, predict the reactants needed to synthesize it.